From a dataset of Experimentally validated miRNA-target interactions with 360,000+ pairs, plus equal number of negative samples. Binary Classification. Given a miRNA mature sequence and a target amino acid sequence, predict their likelihood of interaction. (1) The miRNA is hsa-miR-6787-5p with sequence UGGCGGGGGUAGAGCUGGCUGC. The protein sequence of the target gene is MDPTGSQLDSDFSQQDTPCLIIEDSQPESQVLEDDSGSHFSMLSRHLPNLQTHKENPVLDVVSNPEQTAGEERGDGNSGFNEHLKENKVADPVDSSNLDTCGSISQVIEQLPQPNRTSSVLGMSVESAPAVEEEKGEELEQKEKEKEEDTSGNTTHSLGAEDTASSQLGFGVLELSQSQDVEENTVPYEVDKEQLQSVTTNSGYTRLSDVDANTAIKHEEQSNEDIPIAEQSSKDIPVTAQPSKDVHVVKEQNPPPARSEDMPFSPKASVAAMEAKEQLSAQELMESGLQIQKSPEPEVL.... Result: 0 (no interaction). (2) The miRNA is hsa-miR-548q with sequence GCUGGUGCAAAAGUAAUGGCGG. The protein sequence of the target gene is MYNTVWSMDRDDADWREVMMPYSTELIFYIEMDPPALPPKPPKPMTSAVPNGMKDSSVSLQDAEWYWGDISREEVNDKLRDMPDGTFLVRDASTKMQGDYTLTLRKGGNNKLIKIYHRDGKYGFSDPLTFNSVVELINHYHHESLAQYNPKLDVKLMYPVSRYQQDQLVKEDNIDAVGKKLQEYHSQYQEKSKEYDRLYEEYTRTSQEIQMKRTAIEAFNETIKIFEEQCHTQEQHSKEYIERFRREGNEKEIERIMMNYDKLKSRLGEIHDSKMRLEQDLKNQALDNREIDKKMNSIKP.... Result: 0 (no interaction). (3) Result: 1 (interaction). The protein sequence of the target gene is MSSSVKTPALEELVPGSEEKPKGRSPLSWGSLFGHRSEKIVFAKSDGGTDENVLTVTITETTVIESDLGVWSSRALLYLTLWFFFSFCTLFLNKYILSLLGGEPSMLGAVQMLSTTVIGCVKTLVPCCLYQHKARLSYPPNFLMTMLFVGLMRFATVVLGLVSLKNVAVSFAETVKSSAPIFTVIMSRMILGEYTGLLVNLSLIPVMGGLALCTATEISFNVLGFSAALSTNIMDCLQNVFSKKLLSGDKYRFSAPELQFYTSAAAVAMLVPARVFFTDVPVIGRSGKSFSYNQDVVLLL.... The miRNA is hsa-miR-454-3p with sequence UAGUGCAAUAUUGCUUAUAGGGU. (4) The miRNA is dre-miR-144-3p with sequence UACAGUAUAGAUGAUGUACU. The protein sequence of the target gene is MTDQENNNNISSNPFAALFGSLADAKQFAAIQKEQLKQQSDELPASPDDSDNSVSESLDEFDYSVSEISRSFRTHQEMCEQLNINHMIQRIFLITLDNSDPSLKSGNGIPSRCVYLEEMAVELEDQDWLDMSNVEQAIFARLLLQDPGNHLISMTSSTTLNLSADRDAGERHIFCYLYSCFQRAKEEITKVPENLLPFAVQCRNLTVSNTRTVLLTPEIYVDQNIHEQLVDLMLEAIQGAHFEDVTEFLEEVIEALLLDEEVRTFPEVMIPVFDILLSRIKDLELCQILLYAYLDILLYF.... Result: 0 (no interaction).